Predict which catalyst facilitates the given reaction. From a dataset of Catalyst prediction with 721,799 reactions and 888 catalyst types from USPTO. (1) Reactant: [F:1][C:2]([F:16])([F:15])[C:3]1[CH:14]=[CH:13][C:6]([CH2:7][CH:8]([C:11]#[N:12])[C:9]#[N:10])=[CH:5][CH:4]=1.[H-].[Na+].Br[CH2:20][CH:21]1[CH2:23][C:22]1([Cl:25])[Cl:24]. Product: [Cl:24][C:22]1([Cl:25])[CH2:23][CH:21]1[CH2:20][C:8]([CH2:7][C:6]1[CH:5]=[CH:4][C:3]([C:2]([F:15])([F:16])[F:1])=[CH:14][CH:13]=1)([C:11]#[N:12])[C:9]#[N:10]. The catalyst class is: 9. (2) Reactant: NCC1CCNCC1.[NH2:9][CH2:10][CH:11]1[CH2:16][CH2:15][N:14]([C:17]([O:19][C:20]([CH3:23])([CH3:22])[CH3:21])=[O:18])[CH2:13][CH2:12]1.C(OCC)(=O)C.[ClH:30]. Product: [ClH:30].[NH2:9][CH2:10][CH:11]1[CH2:16][CH2:15][N:14]([C:17]([O:19][C:20]([CH3:23])([CH3:22])[CH3:21])=[O:18])[CH2:13][CH2:12]1. The catalyst class is: 13. (3) Reactant: [CH3:1][N:2]1[CH2:7][CH2:6][NH:5][CH2:4][CH2:3]1.[Cl:8][C:9]1[CH:14]=[C:13](Cl)[C:12]([N+:16]([O-:18])=[O:17])=[CH:11][N:10]=1.CCN(C(C)C)C(C)C. Product: [Cl:8][C:9]1[CH:14]=[C:13]([N:5]2[CH2:6][CH2:7][N:2]([CH3:1])[CH2:3][CH2:4]2)[C:12]([N+:16]([O-:18])=[O:17])=[CH:11][N:10]=1. The catalyst class is: 1. (4) Reactant: [OH:1][N:2]=[C:3]([C:5]1[C:9]([N:10]2[CH2:15][CH2:14][O:13][CH2:12][CH2:11]2)=[N:8][O:7][N:6]=1)N.N([O-])=O.[Na+].[ClH:20]. Product: [OH:1][N:2]=[C:3]([Cl:20])[C:5]1[C:9]([N:10]2[CH2:15][CH2:14][O:13][CH2:12][CH2:11]2)=[N:8][O:7][N:6]=1. The catalyst class is: 6. (5) Reactant: Br[CH2:2][CH2:3][CH2:4][CH2:5][CH2:6][CH2:7][NH:8][C:9]([C:11]1[C:15]([NH:16][C:17]([C:19]2[CH:24]=[CH:23][CH:22]=[C:21]([C:25]3[CH:26]=[N:27][NH:28][CH:29]=3)[N:20]=2)=[O:18])=[CH:14][N:13]([CH3:30])[N:12]=1)=[O:10].C([O-])([O-])=O.[Cs+].[Cs+]. Product: [CH3:30][N:13]1[CH:14]=[C:15]2[C:11]([C:9](=[O:10])[NH:8][CH2:7][CH2:6][CH2:5][CH2:4][CH2:3][CH2:2][N:27]3[CH:26]=[C:25]([C:21]4[N:20]=[C:19]([C:17](=[O:18])[NH:16]2)[CH:24]=[CH:23][CH:22]=4)[CH:29]=[N:28]3)=[N:12]1. The catalyst class is: 44.